Dataset: Reaction yield outcomes from USPTO patents with 853,638 reactions. Task: Predict the reaction yield, written as a fraction of the theoretical maximum amount of product (1.0 means a 100% yield; for example, 0.34 means a 34% yield). The reactants are Br[C:2]1[CH:7]=[CH:6][CH:5]=[CH:4][N:3]=1.C([Li])CCC.[CH:13]([CH:15]1[CH2:20][CH2:19][N:18]([C:21]([O:23][C:24]([CH3:27])([CH3:26])[CH3:25])=[O:22])[CH2:17][CH2:16]1)=[O:14]. The catalyst is C1COCC1. The product is [OH:14][CH:13]([C:2]1[CH:7]=[CH:6][CH:5]=[CH:4][N:3]=1)[CH:15]1[CH2:20][CH2:19][N:18]([C:21]([O:23][C:24]([CH3:27])([CH3:26])[CH3:25])=[O:22])[CH2:17][CH2:16]1. The yield is 0.334.